This data is from Full USPTO retrosynthesis dataset with 1.9M reactions from patents (1976-2016). The task is: Predict the reactants needed to synthesize the given product. (1) Given the product [CH:13]([N:11]1[CH:12]=[C:8]([C:6]2[CH:5]=[CH:4][N:3]=[C:2]([C:29]([NH:26][CH:23]([CH3:25])[CH3:24])=[O:30])[CH:7]=2)[C:9]([C:17]2[S:18][C:19]([Cl:22])=[CH:20][CH:21]=2)=[N:10]1)([CH2:15][CH3:16])[CH3:14], predict the reactants needed to synthesize it. The reactants are: Cl[C:2]1[CH:7]=[C:6]([C:8]2[C:9]([C:17]3[S:18][C:19]([Cl:22])=[CH:20][CH:21]=3)=[N:10][N:11]([CH:13]([CH2:15][CH3:16])[CH3:14])[CH:12]=2)[CH:5]=[CH:4][N:3]=1.[CH:23]([NH2:26])([CH3:25])[CH3:24].CN(C)[CH:29]=[O:30]. (2) Given the product [CH2:10]1[C:11]2([CH2:15][CH2:14][CH2:13][N:12]2[CH2:20][C:19]2[CH:22]=[CH:23][C:24]([O:26][CH:27]3[CH2:28][N:29]([C:31]([C:33]4[O:34][C:35]([C:38]5[CH:43]=[CH:42][CH:41]=[CH:40][CH:39]=5)=[N:36][N:37]=4)=[O:32])[CH2:30]3)=[CH:25][C:18]=2[O:17][CH3:16])[CH2:8][O:9]1, predict the reactants needed to synthesize it. The reactants are: OC(C(F)(F)F)=O.[CH2:8]1[C:11]2([CH2:15][CH2:14][CH2:13][NH:12]2)[CH2:10][O:9]1.[CH3:16][O:17][C:18]1[CH:25]=[C:24]([O:26][CH:27]2[CH2:30][N:29]([C:31]([C:33]3[O:34][C:35]([C:38]4[CH:43]=[CH:42][CH:41]=[CH:40][CH:39]=4)=[N:36][N:37]=3)=[O:32])[CH2:28]2)[CH:23]=[CH:22][C:19]=1[CH:20]=O.C(N(CC)CC)C.[Na].C([O-])(O)=O.[Na+]. (3) Given the product [Cl:1][C:2]1[CH:25]=[C:24]([Cl:26])[CH:23]=[CH:22][C:3]=1[CH2:4][N:5]1[C:9](/[CH:10]=[CH:11]/[C:12]([NH:34][S:31]([CH2:30][CH2:29][CH:28]([CH3:35])[CH3:27])(=[O:33])=[O:32])=[O:13])=[CH:8][C:7]([O:15][CH:16]2[CH2:17][CH2:18][O:19][CH2:20][CH2:21]2)=[N:6]1, predict the reactants needed to synthesize it. The reactants are: [Cl:1][C:2]1[CH:25]=[C:24]([Cl:26])[CH:23]=[CH:22][C:3]=1[CH2:4][N:5]1[C:9](/[CH:10]=[CH:11]/[C:12](O)=[O:13])=[CH:8][C:7]([O:15][CH:16]2[CH2:21][CH2:20][O:19][CH2:18][CH2:17]2)=[N:6]1.[CH3:27][CH:28]([CH3:35])[CH2:29][CH2:30][S:31]([NH2:34])(=[O:33])=[O:32].N12CCCN=C1CCCCC2. (4) Given the product [CH2:14]([NH:13][C:6]1[CH:5]=[C:4]([CH2:3][NH:2][CH3:1])[CH:9]=[CH:8][C:7]=1[N+:10]([O-:12])=[O:11])[CH2:15][CH2:16][CH3:17], predict the reactants needed to synthesize it. The reactants are: [CH3:1][NH:2][C:3](=O)[C:4]1[CH:9]=[CH:8][C:7]([N+:10]([O-:12])=[O:11])=[C:6]([NH:13][CH2:14][CH2:15][CH2:16][CH3:17])[CH:5]=1.B.C1COCC1.Cl. (5) Given the product [CH3:18][O:19][C:20](=[O:38])[NH:21][C:22]1[CH:23]=[C:24]([C:11]2[CH:12]=[CH:13][CH:14]=[C:15]3[C:10]=2[CH:8]=[CH:6][NH:42]3)[CH:25]=[C:26]([C:28]([C:30]2[CH:35]=[CH:34][N:33]=[C:32]([Cl:36])[CH:31]=2)=[O:29])[CH:27]=1, predict the reactants needed to synthesize it. The reactants are: ClC1C=[C:6]([C:8]([C:10]2[CH:15]=[C:14](Br)[CH:13]=[C:12](Br)[CH:11]=2)=O)C=CN=1.[CH3:18][O:19][C:20](=[O:38])[NH:21][C:22]1[CH:27]=[C:26]([C:28]([C:30]2[CH:35]=[CH:34][N:33]=[C:32]([Cl:36])[CH:31]=2)=[O:29])[CH:25]=[C:24](Br)[CH:23]=1.COC(=O)[NH2:42]. (6) The reactants are: C(N(CC)CC)C.[Br:8][C:9]1[CH:10]=[CH:11][C:12]([F:35])=[C:13]([C:15]2[N:24]=[C:23]([NH:25][C:26]3[C:31]([C:32]([OH:34])=O)=[CH:30][N:29]=[CH:28][CH:27]=3)[C:22]3[C:17](=[N:18][CH:19]=[CH:20][N:21]=3)[N:16]=2)[CH:14]=1.C1CN([P+](ON2N=NC3C=CC=CC2=3)(N2CCCC2)N2CCCC2)CC1.F[P-](F)(F)(F)(F)F.[NH2:69][CH2:70][CH2:71][CH2:72][N:73]1[CH2:77][CH2:76][CH2:75][C:74]1=[O:78]. Given the product [Br:8][C:9]1[CH:10]=[CH:11][C:12]([F:35])=[C:13]([C:15]2[N:24]=[C:23]([NH:25][C:26]3[C:31]([C:32]([NH:69][CH2:70][CH2:71][CH2:72][N:73]4[CH2:77][CH2:76][CH2:75][C:74]4=[O:78])=[O:34])=[CH:30][N:29]=[CH:28][CH:27]=3)[C:22]3[C:17](=[N:18][CH:19]=[CH:20][N:21]=3)[N:16]=2)[CH:14]=1, predict the reactants needed to synthesize it. (7) Given the product [CH2:11]([O:8][C:5]1[CH:6]=[CH:7][C:2]([Br:1])=[CH:3][C:4]=1[O:9][CH3:10])[C:12]1[CH:17]=[CH:16][CH:15]=[CH:14][CH:13]=1, predict the reactants needed to synthesize it. The reactants are: [Br:1][C:2]1[CH:7]=[CH:6][C:5]([OH:8])=[C:4]([O:9][CH3:10])[CH:3]=1.[CH2:11](Br)[C:12]1[CH:17]=[CH:16][CH:15]=[CH:14][CH:13]=1.C(=O)([O-])[O-].[Cs+].[Cs+]. (8) Given the product [O:23]1[CH2:24][CH:22]1[CH2:21][CH2:20][NH:13][C:14]1[CH:19]=[CH:18][CH:17]=[CH:16][CH:15]=1, predict the reactants needed to synthesize it. The reactants are: [N+](C1C=CC=CC=1S([N:13]([CH2:20][CH2:21][CH:22]1[CH2:24][O:23]1)[C:14]1[CH:19]=[CH:18][CH:17]=[CH:16][CH:15]=1)(=O)=O)([O-])=O.BrC1C=CC2N(CCCNC3C=CC=CC=3)C3C(C=2C=1)=CC(Br)=CC=3.